Dataset: Full USPTO retrosynthesis dataset with 1.9M reactions from patents (1976-2016). Task: Predict the reactants needed to synthesize the given product. (1) The reactants are: IC1C=CC=CC=1C(Cl)=O.[CH3:11][O:12][C:13]1[CH:14]=[C:15]2[C:20](=[CH:21][C:22]=1[O:23][CH3:24])[N:19]=[CH:18][CH:17]=[C:16]2[O:25][C:26]1[CH:32]=[CH:31][C:29]([NH2:30])=[CH:28][C:27]=1[F:33].[I:34][C:35]1[CH:40]=[CH:39][CH:38]=[CH:37][C:36]=1[C:41]([N:43]=[C:44]=[S:45])=[O:42]. Given the product [I:34][C:35]1[CH:40]=[CH:39][CH:38]=[CH:37][C:36]=1[C:41]([N:43]=[C:44]=[S:45])=[O:42].[CH3:11][O:12][C:13]1[CH:14]=[C:15]2[C:20](=[CH:21][C:22]=1[O:23][CH3:24])[N:19]=[CH:18][CH:17]=[C:16]2[O:25][C:26]1[CH:32]=[CH:31][C:29]([NH:30][C:44]([NH:43][C:41](=[O:42])[C:36]2[CH:37]=[CH:38][CH:39]=[CH:40][C:35]=2[I:34])=[S:45])=[CH:28][C:27]=1[F:33], predict the reactants needed to synthesize it. (2) Given the product [CH2:21]([C:16]1[N:17]=[C:18]([CH2:19][CH3:20])[CH:13]=[C:14]2[C:15]=1[C:23]([OH:25])=[C:3]([C:4]([O:6][CH2:28][CH3:29])=[O:5])[C:7](=[O:9])[NH:26]2)[CH3:22], predict the reactants needed to synthesize it. The reactants are: C([C:3](CC)([C:7]([O-:9])=O)[C:4]([O-:6])=[O:5])C.C[C:13]1[C:14]([NH2:26])=[C:15]([C:23]([O-:25])=O)[C:16]([CH2:21][CH3:22])=[N:17][C:18]=1[CH2:19][CH3:20].[O-][CH2:28][CH3:29].[Na+].